Dataset: Reaction yield outcomes from USPTO patents with 853,638 reactions. Task: Predict the reaction yield, written as a fraction of the theoretical maximum amount of product (1.0 means a 100% yield; for example, 0.34 means a 34% yield). (1) The reactants are [N+:1]([O-:4])(O)=[O:2].OS(O)(=O)=O.[CH3:10][O:11][C:12]1[C:13]([F:23])=[C:14]([CH:18]=[C:19]([F:22])[C:20]=1[F:21])[C:15]([OH:17])=[O:16]. No catalyst specified. The product is [CH3:10][O:11][C:12]1[C:13]([F:23])=[C:14]([C:18]([N+:1]([O-:4])=[O:2])=[C:19]([F:22])[C:20]=1[F:21])[C:15]([OH:17])=[O:16]. The yield is 0.800. (2) The reactants are [CH3:1][O:2][C:3]1[CH:34]=[CH:33][C:6]([CH2:7][O:8][C@@H:9]2[C@@H:17]([CH2:18][OH:19])[O:16][C@H:15]3[C@H:11]([N:12]=[C:13]([N:20]([CH3:22])[CH3:21])[S:14]3)[C@H:10]2[O:23][CH2:24][C:25]2[CH:30]=[CH:29][C:28]([O:31][CH3:32])=[CH:27][CH:26]=2)=[CH:5][CH:4]=1.C1C(=O)N(Br)C(=O)C1. The catalyst is CCCC[N+](CCCC)(CCCC)CCCC.[Br-].ClCCl.O.CC1(C)N([O])C(C)(C)CCC1. The product is [CH3:22][N:20]([CH3:21])[C:13]1[S:14][C@H:15]2[O:16][C@H:17]([CH:18]=[O:19])[C@@H:9]([O:8][CH2:7][C:6]3[CH:5]=[CH:4][C:3]([O:2][CH3:1])=[CH:34][CH:33]=3)[C@H:10]([O:23][CH2:24][C:25]3[CH:26]=[CH:27][C:28]([O:31][CH3:32])=[CH:29][CH:30]=3)[C@H:11]2[N:12]=1. The yield is 0.750.